Dataset: Catalyst prediction with 721,799 reactions and 888 catalyst types from USPTO. Task: Predict which catalyst facilitates the given reaction. (1) Reactant: [Al+3].[Cl-].[Cl-].[Cl-].[Cl:5][C:6]1[CH:13]=[CH:12][C:9]([CH2:10][NH2:11])=[CH:8][CH:7]=1.C([O:16][C:17]([C:19]1[C:28](=[O:29])[C:27]2[C:22](=[CH:23][N:24]=[C:25]([CH2:30][N:31]3[CH2:36][CH2:35][O:34][CH2:33][CH2:32]3)[CH:26]=2)[N:21]([CH3:37])[CH:20]=1)=O)C. Product: [Cl:5][C:6]1[CH:13]=[CH:12][C:9]([CH2:10][NH:11][C:17]([C:19]2[C:28](=[O:29])[C:27]3[C:22](=[CH:23][N:24]=[C:25]([CH2:30][N:31]4[CH2:36][CH2:35][O:34][CH2:33][CH2:32]4)[CH:26]=3)[N:21]([CH3:37])[CH:20]=2)=[O:16])=[CH:8][CH:7]=1. The catalyst class is: 308. (2) Reactant: [H-].[Na+].[OH:3][CH2:4][CH2:5][O:6][CH2:7][CH2:8][O:9][CH2:10][CH2:11][O:12][CH2:13][CH2:14][OH:15].BrC[CH:18]=[O:19].[C:20]([O:23][CH2:24][CH3:25])(=[O:22])[CH3:21].[CH2:26]1COCC1. Product: [CH3:26][O:15][CH:14]([O:19][CH3:18])[CH2:13][O:12][CH2:11][CH2:10][O:9][CH2:8][CH2:7][O:6][CH2:5][CH2:4][O:3][CH2:25][CH2:24][O:23][C:20](=[O:22])[CH3:21]. The catalyst class is: 28. (3) Reactant: [Br:1][C:2]1[CH:3]=[N:4][C:5]([C:8]([O:10][CH2:11][CH3:12])=[O:9])=[N:6][CH:7]=1.FC(F)(F)C(OC(=O)C(F)(F)F)=[O:16].OO.NC(N)=O. Product: [Br:1][C:2]1[CH:7]=[N:6][C:5]([C:8]([O:10][CH2:11][CH3:12])=[O:9])=[N+:4]([O-:16])[CH:3]=1. The catalyst class is: 4. (4) Reactant: Cl[C:2]1[C:7]2[O:8][C:9]3[N:10]=[C:11]([O:21][CH3:22])[C:12]4[CH2:13][CH2:14][C:15]([CH3:20])([CH3:19])[CH2:16][C:17]=4[C:18]=3[C:6]=2[N:5]=[CH:4][N:3]=1.[N:23]1[CH:28]=[CH:27][CH:26]=[C:25]([CH2:29][NH2:30])[CH:24]=1. Product: [CH3:22][O:21][C:11]1[C:12]2[CH2:13][CH2:14][C:15]([CH3:19])([CH3:20])[CH2:16][C:17]=2[C:18]2[C:6]3[C:7](=[C:2]([NH:30][CH2:29][C:25]4[CH:24]=[N:23][CH:28]=[CH:27][CH:26]=4)[N:3]=[CH:4][N:5]=3)[O:8][C:9]=2[N:10]=1. The catalyst class is: 8. (5) Product: [CH2:19]([O:12][C:11]1[CH:10]=[CH:9][C:4]([C:5]([O:7][CH3:8])=[O:6])=[CH:3][C:2]=1[OH:1])[C:20]1[CH:25]=[CH:24][CH:23]=[CH:22][CH:21]=1. Reactant: [OH:1][C:2]1[CH:3]=[C:4]([CH:9]=[CH:10][C:11]=1[OH:12])[C:5]([O:7][CH3:8])=[O:6].C(=O)([O-])[O-].[K+].[K+].[CH2:19](Br)[C:20]1[CH:25]=[CH:24][CH:23]=[CH:22][CH:21]=1. The catalyst class is: 21. (6) Reactant: Br[C:2]1[CH:3]=[C:4]2[C:9](=[CH:10][CH:11]=1)[N:8]=[C:7]([CH3:12])[C:6]([S:13]([CH3:16])(=[O:15])=[O:14])=[C:5]2[N:17]1[CH2:22][CH2:21][O:20][CH2:19][CH2:18]1.[CH:23]1(B(O)O)[CH2:25][CH2:24]1.[O-]P([O-])([O-])=O.[K+].[K+].[K+]. Product: [CH:23]1([C:2]2[CH:3]=[C:4]3[C:9](=[CH:10][CH:11]=2)[N:8]=[C:7]([CH3:12])[C:6]([S:13]([CH3:16])(=[O:14])=[O:15])=[C:5]3[N:17]2[CH2:22][CH2:21][O:20][CH2:19][CH2:18]2)[CH2:25][CH2:24]1. The catalyst class is: 77. (7) Reactant: [C:1]([NH:8][NH2:9])([O:3][C:4]([CH3:7])([CH3:6])[CH3:5])=[O:2].S([O-])([O-])(=O)=O.[Mg+2].[CH3:16][C:17]([CH3:19])=O. Product: [CH3:16][C:17](=[N:9][NH:8][C:1]([O:3][C:4]([CH3:7])([CH3:6])[CH3:5])=[O:2])[CH3:19]. The catalyst class is: 15. (8) Reactant: [Br:1][C:2]1[CH:17]=[CH:16][C:5]([C:6]([O:8][CH2:9][C:10]2[CH:15]=[CH:14][CH:13]=[CH:12][CH:11]=2)=[O:7])=[C:4](F)[CH:3]=1.[CH2:19]([NH2:23])[CH2:20][CH2:21][CH3:22].C(=O)([O-])[O-].[Cs+].[Cs+]. Product: [Br:1][C:2]1[CH:17]=[CH:16][C:5]([C:6]([O:8][CH2:9][C:10]2[CH:15]=[CH:14][CH:13]=[CH:12][CH:11]=2)=[O:7])=[C:4]([NH:23][CH2:19][CH2:20][CH2:21][CH3:22])[CH:3]=1. The catalyst class is: 16. (9) Product: [Cl:24][C:23]1[C:18]([O:1][CH2:2][CH:3]([NH:5][C:6]([C:8]2[C:9]([CH:14]([F:16])[F:15])=[N:10][N:11]([CH3:13])[CH:12]=2)=[O:7])[CH3:4])=[N:19][CH:20]=[C:21]([C:25]([F:27])([F:26])[F:28])[CH:22]=1. The catalyst class is: 9. Reactant: [OH:1][CH2:2][CH:3]([NH:5][C:6]([C:8]1[C:9]([CH:14]([F:16])[F:15])=[N:10][N:11]([CH3:13])[CH:12]=1)=[O:7])[CH3:4].Br[C:18]1[C:23]([Cl:24])=[CH:22][C:21]([C:25]([F:28])([F:27])[F:26])=[CH:20][N:19]=1.C(=O)([O-])[O-].[K+].[K+]. (10) Reactant: C([O-])(=O)C.[Na+].[OH:6][C:7]1[CH:12]=[C:11]([OH:13])[CH:10]=[CH:9][C:8]=1[C:14]([C:16]1[CH:21]=[CH:20][C:19]([OH:22])=[CH:18][CH:17]=1)=O.Cl.[NH2:24][OH:25].O.[Cl-].[Na+].O. Product: [OH:6][C:7]1[CH:12]=[C:11]([OH:13])[CH:10]=[CH:9][C:8]=1[C:14]([C:16]1[CH:21]=[CH:20][C:19]([OH:22])=[CH:18][CH:17]=1)=[N:24][OH:25]. The catalyst class is: 97.